This data is from Peptide-MHC class I binding affinity with 185,985 pairs from IEDB/IMGT. The task is: Regression. Given a peptide amino acid sequence and an MHC pseudo amino acid sequence, predict their binding affinity value. This is MHC class I binding data. (1) The peptide sequence is LFARTRSMW. The MHC is HLA-A30:02 with pseudo-sequence HLA-A30:02. The binding affinity (normalized) is 0. (2) The peptide sequence is WQDGGWQSV. The MHC is HLA-A03:01 with pseudo-sequence HLA-A03:01. The binding affinity (normalized) is 0.0847. (3) The peptide sequence is SPRSRNRSF. The MHC is HLA-A30:01 with pseudo-sequence HLA-A30:01. The binding affinity (normalized) is 0.0847. (4) The peptide sequence is TPGRYRTAV. The MHC is HLA-C04:01 with pseudo-sequence HLA-C04:01. The binding affinity (normalized) is 0.213. (5) The peptide sequence is VVYKEAKIK. The MHC is BoLA-T2a with pseudo-sequence BoLA-T2a. The binding affinity (normalized) is 0.0641. (6) The peptide sequence is KFLWEWASAR. The MHC is HLA-A02:02 with pseudo-sequence HLA-A02:02. The binding affinity (normalized) is 0.0554.